Predict which catalyst facilitates the given reaction. From a dataset of Catalyst prediction with 721,799 reactions and 888 catalyst types from USPTO. (1) Reactant: [N+](C1C=CC(O[C:11](=[O:36])[NH:12][CH:13]([CH3:35])[C:14]#[C:15][C:16]2[S:20][C:19]([O:21][C:22]3[CH:27]=[CH:26][C:25]([O:28][C:29]4[CH:34]=[CH:33][CH:32]=[CH:31][CH:30]=4)=[CH:24][CH:23]=3)=[N:18][CH:17]=2)=CC=1)([O-])=O.[Si]([NH:44][OH:45])(C(C)(C)C)(C)C. Product: [OH:45][NH:44][C:11]([NH:12][CH:13]([CH3:35])[C:14]#[C:15][C:16]1[S:20][C:19]([O:21][C:22]2[CH:27]=[CH:26][C:25]([O:28][C:29]3[CH:34]=[CH:33][CH:32]=[CH:31][CH:30]=3)=[CH:24][CH:23]=2)=[N:18][CH:17]=1)=[O:36]. The catalyst class is: 10. (2) Reactant: [OH:1][C:2]1[CH:3]=[CH:4][C:5]([C:8]([OH:10])=[O:9])=[N:6][CH:7]=1.[CH3:11]N(C=O)C.C(Cl)(=O)C(Cl)=O.CO. Product: [OH:1][C:2]1[CH:3]=[CH:4][C:5]([C:8]([O:10][CH3:11])=[O:9])=[N:6][CH:7]=1. The catalyst class is: 2.